Dataset: Forward reaction prediction with 1.9M reactions from USPTO patents (1976-2016). Task: Predict the product of the given reaction. (1) The product is: [CH:14]1([C:20]2[CH:28]=[CH:27][C:23]([CH2:24][O:25][N:26]=[C:11]([C:5]3[CH:6]=[CH:7][C:8]([CH2:9][OH:10])=[C:3]([CH2:1][CH3:2])[CH:4]=3)[CH3:12])=[CH:22][C:21]=2[C:29]([F:30])([F:31])[F:32])[CH2:15][CH2:16][CH2:17][CH2:18][CH2:19]1. Given the reactants [CH2:1]([C:3]1[CH:4]=[C:5]([C:11](=O)[CH3:12])[CH:6]=[CH:7][C:8]=1[CH2:9][OH:10])[CH3:2].[CH:14]1([C:20]2[CH:28]=[CH:27][C:23]([CH2:24][O:25][NH2:26])=[CH:22][C:21]=2[C:29]([F:32])([F:31])[F:30])[CH2:19][CH2:18][CH2:17][CH2:16][CH2:15]1.C(O)(=O)C, predict the reaction product. (2) Given the reactants C[O:2][C:3]1[CH:4]=[C:5]([SH:9])[CH:6]=[CH:7][CH:8]=1.C(=O)([O-])[O-].[K+].[K+].Br[CH2:17][CH:18](OCC)OCC.[B-](Br)(Br)(Br)[S+](C)C, predict the reaction product. The product is: [S:9]1[C:5]2[CH:4]=[C:3]([OH:2])[CH:8]=[CH:7][C:6]=2[CH:18]=[CH:17]1. (3) Given the reactants [N:1]1[C:10]2[C:5](=[CH:6][CH:7]=[CH:8][CH:9]=2)[CH:4]=[CH:3][C:2]=1[C:11]([OH:13])=[O:12].C([N:16]1[CH:20]=[CH:19][N:18]=[CH:17]1)([N:16]1[CH:20]=[CH:19][N:18]=[CH:17]1)=O, predict the reaction product. The product is: [N-:16]1[CH:20]=[CH:19][N:18]=[CH:17]1.[N:1]1[C:10]2[C:5](=[CH:6][CH:7]=[CH:8][CH:9]=2)[CH:4]=[CH:3][C:2]=1[C:11]([OH:13])=[O:12].